Dataset: Forward reaction prediction with 1.9M reactions from USPTO patents (1976-2016). Task: Predict the product of the given reaction. (1) Given the reactants [BH4-].[Na+].[Cl:3][C:4]1[CH:5]=[C:6]([NH:11][C:12]2[C:13]3[N:22]=[C:21]([Cl:23])[N:20]=[C:19](Cl)[C:14]=3[N:15]=[C:16]([Cl:18])[N:17]=2)[CH:7]=[CH:8][C:9]=1[F:10], predict the reaction product. The product is: [Cl:3][C:4]1[CH:5]=[C:6]([NH:11][C:12]2[C:13]3[N:22]=[C:21]([Cl:23])[NH:20][CH2:19][C:14]=3[N:15]=[C:16]([Cl:18])[N:17]=2)[CH:7]=[CH:8][C:9]=1[F:10]. (2) Given the reactants O.[NH2:2][NH2:3].[F:4][C:5]([F:27])([F:26])[O:6][C:7]1[CH:12]=[CH:11][C:10]([N:13]2[CH:17]=[N:16][C:15]([C:18]3[CH:25]=[CH:24][C:21]([CH:22]=O)=[CH:20][CH:19]=3)=[N:14]2)=[CH:9][CH:8]=1, predict the reaction product. The product is: [N:2](=[CH:22]/[C:21]1[CH:24]=[CH:25][C:18]([C:15]2[N:16]=[CH:17][N:13]([C:10]3[CH:11]=[CH:12][C:7]([O:6][C:5]([F:27])([F:26])[F:4])=[CH:8][CH:9]=3)[N:14]=2)=[CH:19][CH:20]=1)\[NH2:3]. (3) Given the reactants [C:1]([O:5][C:6]([NH:8][CH2:9][CH2:10][CH2:11][CH:12]([CH2:16][C:17]1[N:18]=[CH:19][N:20]2[C:29]3[C:24](=[CH:25][CH:26]=[CH:27][CH:28]=3)[CH2:23][CH2:22][C:21]=12)[C:13]([OH:15])=[O:14])=[O:7])([CH3:4])([CH3:3])[CH3:2].Cl.[CH3:31]N(C)CCCN=C=NCC.C(=O)([O-])O.[Na+], predict the reaction product. The product is: [C:1]([O:5][C:6]([NH:8][CH2:9][CH2:10][CH2:11][CH:12]([CH2:16][C:17]1[N:18]=[CH:19][N:20]2[C:29]3[C:24](=[CH:25][CH:26]=[CH:27][CH:28]=3)[CH2:23][CH2:22][C:21]=12)[C:13]([O:15][CH3:31])=[O:14])=[O:7])([CH3:4])([CH3:2])[CH3:3]. (4) Given the reactants [F:1][C:2]1[CH:3]=[C:4]([CH:6]=[CH:7][C:8]=1[F:9])[NH2:5].[CH:10]([C:13]1([C:19]2[CH:20]=[C:21]3[C:25](=[CH:26][CH:27]=2)[NH:24][C:23]([C:28](O)=[O:29])=[CH:22]3)[CH2:17][C:16](=[O:18])[NH:15][CH2:14]1)([CH3:12])[CH3:11].CN(C(ON1N=NC2C=CC=CC1=2)=[N+](C)C)C.F[P-](F)(F)(F)(F)F.O, predict the reaction product. The product is: [F:1][C:2]1[CH:3]=[C:4]([NH:5][C:28]([C:23]2[NH:24][C:25]3[C:21]([CH:22]=2)=[CH:20][C:19]([C:13]2([CH:10]([CH3:12])[CH3:11])[CH2:17][C:16](=[O:18])[NH:15][CH2:14]2)=[CH:27][CH:26]=3)=[O:29])[CH:6]=[CH:7][C:8]=1[F:9].